This data is from Full USPTO retrosynthesis dataset with 1.9M reactions from patents (1976-2016). The task is: Predict the reactants needed to synthesize the given product. Given the product [C:10]([C:14]1[N:18]([CH2:19][CH:20]2[CH2:25][CH2:24][O:23][CH2:22][CH2:21]2)[C:17]2[CH:26]=[CH:27][C:28]([S:30]([N:33]3[CH:37]=[CH:36][C:35]([C:38]([NH:45][CH:41]4[CH2:44][CH2:43][CH2:42]4)=[O:40])=[CH:34]3)(=[O:32])=[O:31])=[CH:29][C:16]=2[N:15]=1)([CH3:12])([CH3:13])[CH3:11], predict the reactants needed to synthesize it. The reactants are: CCN(C(C)C)C(C)C.[C:10]([C:14]1[N:18]([CH2:19][CH:20]2[CH2:25][CH2:24][O:23][CH2:22][CH2:21]2)[C:17]2[CH:26]=[CH:27][C:28]([S:30]([N:33]3[CH:37]=[CH:36][C:35]([C:38]([OH:40])=O)=[CH:34]3)(=[O:32])=[O:31])=[CH:29][C:16]=2[N:15]=1)([CH3:13])([CH3:12])[CH3:11].[CH:41]1([NH2:45])[CH2:44][CH2:43][CH2:42]1.CN(C(ON1N=NC2C=CC=NC1=2)=[N+](C)C)C.F[P-](F)(F)(F)(F)F.